From a dataset of Forward reaction prediction with 1.9M reactions from USPTO patents (1976-2016). Predict the product of the given reaction. (1) Given the reactants Br[CH2:2][C:3]1[C:13]([Cl:14])=[N:12][CH:11]=[CH:10][C:4]=1[C:5]([O:7]CC)=O.Cl.[F:16][C:17]1[CH:18]=[C:19]([CH:31]=[CH:32][C:33]=1[F:34])[O:20][C:21]1[N:26]=[CH:25][C:24]([CH:27]([NH2:29])[CH3:28])=[CH:23][C:22]=1[CH3:30], predict the reaction product. The product is: [Cl:14][C:13]1[C:3]2[CH2:2][N:29]([CH:27]([C:24]3[CH:25]=[N:26][C:21]([O:20][C:19]4[CH:31]=[CH:32][C:33]([F:34])=[C:17]([F:16])[CH:18]=4)=[C:22]([CH3:30])[CH:23]=3)[CH3:28])[C:5](=[O:7])[C:4]=2[CH:10]=[CH:11][N:12]=1. (2) Given the reactants [C:1](=[O:4])([O-])[O-:2].[NH2:5][C:6]1[CH:7]=[CH:8][C:9]2[O:14][C:13]([CH3:16])([CH3:15])[CH:12]=[CH:11][C:10]=2[CH:17]=1.C(N(CC)C(C)C)(C)C, predict the reaction product. The product is: [C:1](=[O:4])([OH:2])[NH2:5].[NH2:5][C:6]1[CH:7]=[CH:8][C:9]2[O:14][C:13]([CH3:15])([CH3:16])[CH:12]=[CH:11][C:10]=2[CH:17]=1. (3) The product is: [Cl:1][C:2]1[CH:29]=[CH:28][C:5]([CH2:6][N:7]2[C:12]([NH:13][C:14]3[CH:19]=[CH:18][C:17]([C:20](=[O:21])[NH:37][CH2:30][C:31]4[CH:36]=[CH:35][CH:34]=[CH:33][CH:32]=4)=[CH:16][CH:15]=3)=[N:11][C:10](=[O:23])[N:9]([CH:24]([CH3:26])[CH3:25])[C:8]2=[O:27])=[CH:4][CH:3]=1. Given the reactants [Cl:1][C:2]1[CH:29]=[CH:28][C:5]([CH2:6][N:7]2[C:12]([NH:13][C:14]3[CH:19]=[CH:18][C:17]([C:20](O)=[O:21])=[CH:16][CH:15]=3)=[N:11][C:10](=[O:23])[N:9]([CH:24]([CH3:26])[CH3:25])[C:8]2=[O:27])=[CH:4][CH:3]=1.[CH2:30]([NH2:37])[C:31]1[CH:36]=[CH:35][CH:34]=[CH:33][CH:32]=1.ON1C2C=CC=CC=2N=N1.Cl.CN(C)CCCN=C=NCC.C(N(CC)CC)C, predict the reaction product.